From a dataset of NCI-60 drug combinations with 297,098 pairs across 59 cell lines. Regression. Given two drug SMILES strings and cell line genomic features, predict the synergy score measuring deviation from expected non-interaction effect. (1) Drug 1: CC12CCC(CC1=CCC3C2CCC4(C3CC=C4C5=CN=CC=C5)C)O. Drug 2: C1C(C(OC1N2C=C(C(=O)NC2=O)F)CO)O. Cell line: SN12C. Synergy scores: CSS=29.9, Synergy_ZIP=-0.820, Synergy_Bliss=-1.91, Synergy_Loewe=-8.39, Synergy_HSA=-2.26. (2) Drug 1: CC1=C(C=C(C=C1)NC2=NC=CC(=N2)N(C)C3=CC4=NN(C(=C4C=C3)C)C)S(=O)(=O)N.Cl. Drug 2: C1=CC(=CC=C1CC(C(=O)O)N)N(CCCl)CCCl.Cl. Cell line: SK-OV-3. Synergy scores: CSS=13.9, Synergy_ZIP=-1.80, Synergy_Bliss=3.95, Synergy_Loewe=-3.17, Synergy_HSA=1.32. (3) Drug 1: C1=NC2=C(N=C(N=C2N1C3C(C(C(O3)CO)O)F)Cl)N. Drug 2: CC1=C(N=C(N=C1N)C(CC(=O)N)NCC(C(=O)N)N)C(=O)NC(C(C2=CN=CN2)OC3C(C(C(C(O3)CO)O)O)OC4C(C(C(C(O4)CO)O)OC(=O)N)O)C(=O)NC(C)C(C(C)C(=O)NC(C(C)O)C(=O)NCCC5=NC(=CS5)C6=NC(=CS6)C(=O)NCCC[S+](C)C)O. Cell line: HCT116. Synergy scores: CSS=51.6, Synergy_ZIP=3.92, Synergy_Bliss=3.16, Synergy_Loewe=1.87, Synergy_HSA=5.67. (4) Drug 1: CCC1(CC2CC(C3=C(CCN(C2)C1)C4=CC=CC=C4N3)(C5=C(C=C6C(=C5)C78CCN9C7C(C=CC9)(C(C(C8N6C=O)(C(=O)OC)O)OC(=O)C)CC)OC)C(=O)OC)O.OS(=O)(=O)O. Drug 2: CC1C(C(CC(O1)OC2CC(OC(C2O)C)OC3=CC4=CC5=C(C(=O)C(C(C5)C(C(=O)C(C(C)O)O)OC)OC6CC(C(C(O6)C)O)OC7CC(C(C(O7)C)O)OC8CC(C(C(O8)C)O)(C)O)C(=C4C(=C3C)O)O)O)O. Cell line: HCT116. Synergy scores: CSS=49.9, Synergy_ZIP=0.861, Synergy_Bliss=-4.89, Synergy_Loewe=-6.12, Synergy_HSA=-7.29. (5) Drug 1: CCC1=CC2CC(C3=C(CN(C2)C1)C4=CC=CC=C4N3)(C5=C(C=C6C(=C5)C78CCN9C7C(C=CC9)(C(C(C8N6C)(C(=O)OC)O)OC(=O)C)CC)OC)C(=O)OC.C(C(C(=O)O)O)(C(=O)O)O. Drug 2: C1=NC2=C(N1)C(=S)N=C(N2)N. Cell line: NCI/ADR-RES. Synergy scores: CSS=30.8, Synergy_ZIP=-0.0728, Synergy_Bliss=-0.541, Synergy_Loewe=-3.76, Synergy_HSA=0.935. (6) Synergy scores: CSS=4.84, Synergy_ZIP=-2.50, Synergy_Bliss=-2.84, Synergy_Loewe=-1.80, Synergy_HSA=-1.74. Drug 1: CN(C)N=NC1=C(NC=N1)C(=O)N. Drug 2: CC1C(C(CC(O1)OC2CC(OC(C2O)C)OC3=CC4=CC5=C(C(=O)C(C(C5)C(C(=O)C(C(C)O)O)OC)OC6CC(C(C(O6)C)O)OC7CC(C(C(O7)C)O)OC8CC(C(C(O8)C)O)(C)O)C(=C4C(=C3C)O)O)O)O. Cell line: HCT116. (7) Drug 1: C1=NC(=NC(=O)N1C2C(C(C(O2)CO)O)O)N. Drug 2: B(C(CC(C)C)NC(=O)C(CC1=CC=CC=C1)NC(=O)C2=NC=CN=C2)(O)O. Cell line: RPMI-8226. Synergy scores: CSS=53.7, Synergy_ZIP=-4.42, Synergy_Bliss=-5.68, Synergy_Loewe=-10.2, Synergy_HSA=-3.81.